This data is from Full USPTO retrosynthesis dataset with 1.9M reactions from patents (1976-2016). The task is: Predict the reactants needed to synthesize the given product. (1) Given the product [NH2:29][C:13]1[CH:12]=[C:11]([C:4]2[C:5]([NH2:10])=[N:6][C:7]([NH2:9])=[N:8][C:3]=2[CH2:1][CH3:2])[CH:16]=[CH:15][C:14]=1[NH:17][CH2:18][C:19]1[CH:24]=[CH:23][C:22]([S:25]([CH3:28])(=[O:27])=[O:26])=[CH:21][CH:20]=1, predict the reactants needed to synthesize it. The reactants are: [CH2:1]([C:3]1[N:8]=[C:7]([NH2:9])[N:6]=[C:5]([NH2:10])[C:4]=1[C:11]1[CH:16]=[CH:15][C:14]([NH:17][CH2:18][C:19]2[CH:24]=[CH:23][C:22]([S:25]([CH3:28])(=[O:27])=[O:26])=[CH:21][CH:20]=2)=[C:13]([N+:29]([O-])=O)[CH:12]=1)[CH3:2].Cl[Sn]Cl.O. (2) Given the product [N+:16]([C:13]1[CH:14]=[CH:15][C:10]([N:2]2[CH2:3][CH:4]3[CH2:8][CH:1]2[CH:6]([OH:7])[CH2:5]3)=[CH:11][CH:12]=1)([O-:18])=[O:17], predict the reactants needed to synthesize it. The reactants are: [CH:1]12[CH2:8][CH:4]([CH2:5][CH:6]1[OH:7])[CH2:3][NH:2]2.F[C:10]1[CH:15]=[CH:14][C:13]([N+:16]([O-:18])=[O:17])=[CH:12][CH:11]=1.C([O-])([O-])=O.[K+].[K+].CN(C=O)C. (3) Given the product [C:1]([C:3]1[CH:4]=[C:5]2[C:9](=[CH:10][CH:11]=1)[N:8]([S:12]([C:15]1[CH:20]=[CH:19][C:18]([O:21][CH3:22])=[CH:17][CH:16]=1)(=[O:14])=[O:13])[C:7](=[O:23])[C@@:6]2([NH:33][C:34]([N:58]1[CH2:59][C:60]2([CH2:63][CH:62]([O:64][CH2:65][CH2:66][N:67]3[CH2:72][CH2:71][O:70][CH2:69][CH2:68]3)[CH2:61]2)[CH2:57]1)=[O:42])[C:24]1[C:25]([O:30][CH2:31][CH3:32])=[N:26][CH:27]=[CH:28][CH:29]=1)#[N:2], predict the reactants needed to synthesize it. The reactants are: [C:1]([C:3]1[CH:4]=[C:5]2[C:9](=[CH:10][CH:11]=1)[N:8]([S:12]([C:15]1[CH:20]=[CH:19][C:18]([O:21][CH3:22])=[CH:17][CH:16]=1)(=[O:14])=[O:13])[C:7](=[O:23])[C@@:6]2([NH:33][C:34](=[O:42])OC1C=CC=CC=1)[C:24]1[C:25]([O:30][CH2:31][CH3:32])=[N:26][CH:27]=[CH:28][CH:29]=1)#[N:2].FC(F)(F)C(O)=O.FC(F)(F)C(O)=O.[CH2:57]1[C:60]2([CH2:63][CH:62]([O:64][CH2:65][CH2:66][N:67]3[CH2:72][CH2:71][O:70][CH2:69][CH2:68]3)[CH2:61]2)[CH2:59][NH:58]1. (4) Given the product [CH2:13]([O:12][P:11]([CH2:7][C:6]1[CH:9]=[CH:10][C:3]([C:1]#[N:2])=[CH:4][CH:5]=1)(=[O:18])[O:15][CH2:16][CH3:17])[CH3:14], predict the reactants needed to synthesize it. The reactants are: [C:1]([C:3]1[CH:10]=[CH:9][C:6]([CH2:7]Br)=[CH:5][CH:4]=1)#[N:2].[P:11]([O:18]CC)([O:15][CH2:16][CH3:17])[O:12][CH2:13][CH3:14]. (5) The reactants are: [CH3:1][O:2][C:3]1[CH:4]=[C:5]2[C:9](=[CH:10][C:11]=1[O:12][CH3:13])[C:8](=O)[CH2:7][CH2:6]2.[NH:15]1[C:23]2[C:18](=[CH:19][CH:20]=[CH:21][CH:22]=2)[CH2:17][C:16]1=[O:24].N1CCCCC1.Cl. Given the product [CH3:1][O:2][C:3]1[CH:4]=[C:5]2[C:9](=[CH:10][C:11]=1[O:12][CH3:13])[C:8](=[C:17]1[C:18]3[C:23](=[CH:22][CH:21]=[CH:20][CH:19]=3)[NH:15][C:16]1=[O:24])[CH2:7][CH2:6]2, predict the reactants needed to synthesize it.